This data is from Forward reaction prediction with 1.9M reactions from USPTO patents (1976-2016). The task is: Predict the product of the given reaction. (1) Given the reactants Br[C:2]1[CH:7]=[CH:6][C:5]([CH:8]([OH:14])[C:9]([N:11]([CH3:13])[CH3:12])=[O:10])=[C:4]([F:15])[CH:3]=1.[CH3:16][C:17]1([CH3:33])[C:21]([CH3:23])([CH3:22])[O:20][B:19]([B:19]2[O:20][C:21]([CH3:23])([CH3:22])[C:17]([CH3:33])([CH3:16])[O:18]2)[O:18]1, predict the reaction product. The product is: [F:15][C:4]1[CH:3]=[C:2]([B:19]2[O:20][C:21]([CH3:23])([CH3:22])[C:17]([CH3:33])([CH3:16])[O:18]2)[CH:7]=[CH:6][C:5]=1[CH:8]([OH:14])[C:9]([N:11]([CH3:13])[CH3:12])=[O:10]. (2) The product is: [F:1][CH:2]([CH2:13][CH2:14][C:15]1[N:16]=[N:17][C:18]([NH:42][C:40](=[O:41])[CH2:39][C:35]2[CH:34]=[C:33]([O:32][CH2:31][C:30]([F:29])([F:43])[F:44])[CH:38]=[CH:37][N:36]=2)=[CH:19][CH:20]=1)[CH2:3][N:4]1[CH:8]=[C:7]([C:9]([NH:11][CH3:12])=[O:10])[N:6]=[N:5]1. Given the reactants [F:1][CH:2]([CH2:13][CH2:14][C:15]1[N:16]=[N:17][C:18](I)=[CH:19][CH:20]=1)[CH2:3][N:4]1[CH:8]=[C:7]([C:9]([NH:11][CH3:12])=[O:10])[N:6]=[N:5]1.FC(F)(F)C(O)=O.[F:29][C:30]([F:44])([F:43])[CH2:31][O:32][C:33]1[CH:38]=[CH:37][N:36]=[C:35]([CH2:39][C:40]([NH2:42])=[O:41])[CH:34]=1.C([O-])([O-])=O.[Cs+].[Cs+].CC1(C)C2C(=C(P(C3C=CC=CC=3)C3C=CC=CC=3)C=CC=2)OC2C(P(C3C=CC=CC=3)C3C=CC=CC=3)=CC=CC1=2, predict the reaction product.